From a dataset of Catalyst prediction with 721,799 reactions and 888 catalyst types from USPTO. Predict which catalyst facilitates the given reaction. (1) Reactant: [Cl:1][C:2]1[C:3]([C:18](=[O:23])[NH:19][CH:20]2[CH2:22][CH2:21]2)=[CH:4][C:5]2[N:9]=[C:8]([C:10]([O:12]C)=[O:11])[N:7]([CH:14]3[CH2:16][CH2:15]3)[C:6]=2[CH:17]=1.[OH-].[Li+]. Product: [Cl:1][C:2]1[C:3]([C:18](=[O:23])[NH:19][CH:20]2[CH2:21][CH2:22]2)=[CH:4][C:5]2[N:9]=[C:8]([C:10]([OH:12])=[O:11])[N:7]([CH:14]3[CH2:16][CH2:15]3)[C:6]=2[CH:17]=1. The catalyst class is: 20. (2) Reactant: [N+]([C:4]1[NH:5][CH:6]=[C:7]([N+:9]([O-:11])=[O:10])[N:8]=1)([O-])=O.[O:12]1[CH2:14][CH:13]1[CH2:15][NH:16][C:17](=[O:25])[O:18][C:19]1C=CC=C[CH:20]=1.C([O-])(=O)C.[Na+].C(=O)([O-])O.[Na+]. Product: [N+:9]([C:7]1[N:8]=[C:4]2[N:5]([CH:6]=1)[CH2:14][CH:13]([CH2:15][NH:16][C:17](=[O:25])[O:18][CH2:19][CH3:20])[O:12]2)([O-:11])=[O:10]. The catalyst class is: 511. (3) Reactant: [C:1]([C:5]1[CH:24]=[CH:23][C:8]([C:9]([NH:11][C:12]2[CH:13]=[CH:14][C:15]3[S:19][C:18]([CH:20]=[O:21])=[N:17][C:16]=3[CH:22]=2)=[O:10])=[CH:7][CH:6]=1)([CH3:4])([CH3:3])[CH3:2].S(=O)(=O)([OH:27])N.Cl([O-])=O.[Na+]. Product: [C:1]([C:5]1[CH:24]=[CH:23][C:8]([C:9]([NH:11][C:12]2[CH:13]=[CH:14][C:15]3[S:19][C:18]([C:20]([OH:27])=[O:21])=[N:17][C:16]=3[CH:22]=2)=[O:10])=[CH:7][CH:6]=1)([CH3:4])([CH3:2])[CH3:3]. The catalyst class is: 20. (4) Reactant: [F:1][C:2]1[CH:7]=[CH:6][CH:5]=[C:4]([NH:8][CH3:9])[C:3]=1[NH:10]C(=O)OC(C)(C)C.Cl. Product: [F:1][C:2]1[CH:7]=[CH:6][CH:5]=[C:4]([NH:8][CH3:9])[C:3]=1[NH2:10]. The catalyst class is: 135. (5) Reactant: [CH2:1]([C@@H:8]1[CH2:13][N:12]2[CH2:14][C@@H:15](OS(C)(=O)=O)[CH2:16][CH2:17][C@@H:11]2[CH2:10][N:9]1[C:23](=[O:38])[C:24]1[CH:29]=[C:28]([C:30]([F:33])([F:32])[F:31])[CH:27]=[C:26]([C:34]([F:37])([F:36])[F:35])[CH:25]=1)[C:2]1[CH:7]=[CH:6][CH:5]=[CH:4][CH:3]=1.[NH:39]1[CH2:44][CH2:43][O:42][CH2:41][CH2:40]1. Product: [F:31][C:30]([F:33])([F:32])[C:28]1[CH:29]=[C:24]([C:23]([N:9]2[C@H:8]([CH2:1][C:2]3[CH:3]=[CH:4][CH:5]=[CH:6][CH:7]=3)[CH2:13][N:12]3[CH2:14][C@H:15]([N:39]4[CH2:44][CH2:43][O:42][CH2:41][CH2:40]4)[CH2:16][CH2:17][C@@H:11]3[CH2:10]2)=[O:38])[CH:25]=[C:26]([C:34]([F:36])([F:35])[F:37])[CH:27]=1.[F:31][C:30]([F:33])([F:32])[C:28]1[CH:29]=[C:24]([C:23]([N:9]2[C@H:8]([CH2:1][C:2]3[CH:3]=[CH:4][CH:5]=[CH:6][CH:7]=3)[CH2:13][N:12]3[CH2:14][C@@H:15]([N:39]4[CH2:44][CH2:43][O:42][CH2:41][CH2:40]4)[CH2:16][CH2:17][C@@H:11]3[CH2:10]2)=[O:38])[CH:25]=[C:26]([C:34]([F:36])([F:35])[F:37])[CH:27]=1. The catalyst class is: 10. (6) Reactant: [Cl:1][C:2]1[CH:3]=[CH:4][C:5]([N:15]2[CH:19]=[C:18]([C:20]([F:23])([F:22])[F:21])[N:17]=[N:16]2)=[C:6]([C:8]2[N:13]=[CH:12][N:11]=[C:10]([OH:14])[CH:9]=2)[CH:7]=1.CN(C(ON1N=NC2C=CC=NC1=2)=[N+](C)C)C.F[P-](F)(F)(F)(F)F.C1CCN2C(=NCCC2)CC1.N[C@@H:60]1[C:77]2[CH:78]=[C:73]([CH:74]=[CH:75][CH:76]=2)[C:72]2[N:71]=[C:70]([CH3:79])[CH:69]=[CH:68][C:67]=2[NH:66][C:65](=[O:80])[C@H:64]([CH3:81])[CH2:63][CH2:62][CH2:61]1. Product: [Cl:1][C:2]1[CH:3]=[CH:4][C:5]([N:15]2[CH:19]=[C:18]([C:20]([F:21])([F:23])[F:22])[N:17]=[N:16]2)=[C:6]([C:8]2[N:13]=[CH:12][N:11]([C@@H:60]3[C:77]4[CH:78]=[C:73]([CH:74]=[CH:75][CH:76]=4)[C:72]4[N:71]=[C:70]([CH3:79])[CH:69]=[CH:68][C:67]=4[NH:66][C:65](=[O:80])[C@H:64]([CH3:81])[CH2:63][CH2:62][CH2:61]3)[C:10](=[O:14])[CH:9]=2)[CH:7]=1. The catalyst class is: 444. (7) Reactant: S(Cl)(Cl)=O.[F:5][C:6]([F:25])([F:24])[C:7]1[CH:12]=[CH:11][C:10]([C:13]([N:15]2[CH2:20][CH2:19][CH:18]([C:21](O)=[O:22])[CH2:17][CH2:16]2)=[O:14])=[CH:9][CH:8]=1.[NH2:26][C:27]1[CH:28]=[CH:29][C:30]([Cl:33])=[N:31][CH:32]=1.C(N(CC)CC)C. Product: [Cl:33][C:30]1[N:31]=[CH:32][C:27]([NH:26][C:21]([CH:18]2[CH2:19][CH2:20][N:15]([C:13]([C:10]3[CH:11]=[CH:12][C:7]([C:6]([F:25])([F:24])[F:5])=[CH:8][CH:9]=3)=[O:14])[CH2:16][CH2:17]2)=[O:22])=[CH:28][CH:29]=1. The catalyst class is: 308. (8) Reactant: [CH2:1]([NH:3][C:4]([N:6]1[C:14]2[C:9](=[CH:10][C:11]([O:15][C:16]3[CH:21]=[CH:20][N:19]=[C:18]([NH:22][C:23](=[O:31])OC4C=CC=CC=4)[N:17]=3)=[CH:12][CH:13]=2)[CH:8]=[CH:7]1)=[O:5])[CH3:2].C(N(CC)CC)C.Cl.[O:40]([NH2:42])[CH3:41]. Product: [CH2:1]([NH:3][C:4]([N:6]1[C:14]2[C:9](=[CH:10][C:11]([O:15][C:16]3[CH:21]=[CH:20][N:19]=[C:18]([NH:22][C:23]([NH:42][O:40][CH3:41])=[O:31])[N:17]=3)=[CH:12][CH:13]=2)[CH:8]=[CH:7]1)=[O:5])[CH3:2]. The catalyst class is: 7. (9) Reactant: [Cl:1][C:2]1[CH:36]=[CH:35][C:5]2[NH:6][C:7]([C:9]3[CH:10]=[CH:11][C:12]([N:15]4[CH2:20][CH2:19][CH:18]([CH2:21][O:22][C:23]5[CH:24]=[C:25]([C:32]([O-:34])=[O:33])[CH:26]=[C:27]([CH:31]=5)[C:28]([O-:30])=[O:29])[CH2:17][CH2:16]4)=[N:13][CH:14]=3)=[N:8][C:4]=2[CH:3]=1.O.[OH-].[Na+].Cl. Product: [Cl:1][C:2]1[CH:36]=[CH:35][C:5]2[NH:6][C:7]([C:9]3[CH:10]=[CH:11][C:12]([N:15]4[CH2:16][CH2:17][CH:18]([CH2:21][O:22][C:23]5[CH:24]=[C:25]([C:32]([OH:34])=[O:33])[CH:26]=[C:27]([CH:31]=5)[C:28]([OH:30])=[O:29])[CH2:19][CH2:20]4)=[N:13][CH:14]=3)=[N:8][C:4]=2[CH:3]=1. The catalyst class is: 92. (10) Reactant: [CH3:1][C:2]1[CH:12]=[C:5]2[N:6]=[CH:7][C:8]([NH2:11])=[C:9]([NH2:10])[N:4]2[N:3]=1.[C:13]1([CH2:19][C:20](=[O:25])C(OC)=O)[CH:18]=[CH:17][CH:16]=[CH:15][CH:14]=1. Product: [CH3:1][C:2]1[CH:12]=[C:5]2[N:6]=[CH:7][C:8]3[C:9](=[N:10][C:20]([OH:25])=[C:19]([C:13]4[CH:18]=[CH:17][CH:16]=[CH:15][CH:14]=4)[N:11]=3)[N:4]2[N:3]=1. The catalyst class is: 52.